Dataset: Reaction yield outcomes from USPTO patents with 853,638 reactions. Task: Predict the reaction yield, written as a fraction of the theoretical maximum amount of product (1.0 means a 100% yield; for example, 0.34 means a 34% yield). The reactants are [Si]([O:8][C@@H:9]([CH3:37])[C@H:10]([C:22]1[O:26][C:25]([C:27]2[CH:32]=[CH:31][C:30]([NH:33][C:34](=[O:36])[CH3:35])=[CH:29][CH:28]=2)=[N:24][N:23]=1)[NH:11][C:12]1[CH:17]=[CH:16][C:15]([C:18]#[N:19])=[C:14]([Cl:20])[C:13]=1[CH3:21])(C(C)(C)C)(C)C.CCCC[N+](CCCC)(CCCC)CCCC.[F-]. The catalyst is C1COCC1. The product is [Cl:20][C:14]1[C:13]([CH3:21])=[C:12]([NH:11][C@@H:10]([C:22]2[O:26][C:25]([C:27]3[CH:28]=[CH:29][C:30]([NH:33][C:34](=[O:36])[CH3:35])=[CH:31][CH:32]=3)=[N:24][N:23]=2)[C@@H:9]([OH:8])[CH3:37])[CH:17]=[CH:16][C:15]=1[C:18]#[N:19]. The yield is 0.880.